From a dataset of Catalyst prediction with 721,799 reactions and 888 catalyst types from USPTO. Predict which catalyst facilitates the given reaction. (1) Reactant: [Cl:1][C:2]1[C:7]([CH3:8])=[C:6]([C:9]2[CH:14]=[CH:13][C:12]([F:15])=[CH:11][C:10]=2[F:16])[N:5]=[C:4]([S:17][CH3:18])[N:3]=1.[Br:19]N1C(=O)CCC1=O.C(OOC(=O)C1C=CC=CC=1)(=O)C1C=CC=CC=1. Product: [Br:19][CH2:8][C:7]1[C:2]([Cl:1])=[N:3][C:4]([S:17][CH3:18])=[N:5][C:6]=1[C:9]1[CH:14]=[CH:13][C:12]([F:15])=[CH:11][C:10]=1[F:16]. The catalyst class is: 53. (2) Reactant: [CH:1]1([N:4]([CH2:29][C:30]2[CH:35]=[C:34]([CH2:36][CH2:37][CH2:38][O:39][CH3:40])[CH:33]=[C:32]([O:41][CH2:42][CH2:43][O:44][CH3:45])[CH:31]=2)[C:5]([C@@H:7]2[C@:12]([C:14]3[CH:19]=[CH:18][C:17]([Cl:20])=[C:16]([Cl:21])[CH:15]=3)([OH:13])[CH2:11][CH2:10][N:9](C(OC(C)(C)C)=O)[CH2:8]2)=[O:6])[CH2:3][CH2:2]1.Cl. Product: [CH:1]1([N:4]([CH2:29][C:30]2[CH:35]=[C:34]([CH2:36][CH2:37][CH2:38][O:39][CH3:40])[CH:33]=[C:32]([O:41][CH2:42][CH2:43][O:44][CH3:45])[CH:31]=2)[C:5]([CH:7]2[C:12]([C:14]3[CH:19]=[CH:18][C:17]([Cl:20])=[C:16]([Cl:21])[CH:15]=3)([OH:13])[CH2:11][CH2:10][NH:9][CH2:8]2)=[O:6])[CH2:3][CH2:2]1. The catalyst class is: 2. (3) Reactant: NC(C)(C)[CH2:3][OH:4].[C:7]([C:10]1[CH:18]=[CH:17][C:13](C(O)=O)=[CH:12][CH:11]=1)(=O)[CH3:8].C(Cl)C[Cl:21].C1C=CC2N(O)N=NC=2C=1.CCN(C(C)C)C(C)C. Product: [C:3]([Cl:21])(=[O:4])[CH2:8][CH2:7][C:10]1[CH:11]=[CH:12][CH:13]=[CH:17][CH:18]=1. The catalyst class is: 2. (4) Reactant: [CH:1]1[C:10]2[C:5](=[CH:6][CH:7]=[CH:8][CH:9]=2)[CH:4]=[CH:3][C:2]=1[CH:11]([OH:18])[CH2:12][CH2:13][CH2:14][CH2:15][CH:16]=[CH2:17].[Si:19](Cl)([C:22]([CH3:25])([CH3:24])[CH3:23])([CH3:21])[CH3:20].N1C=CN=C1.CNC1C=CC=C(NC)N=1.C(N(CC)CC)C. Product: [Si:19]([O:18][CH:11]([C:2]1[CH:3]=[CH:4][C:5]2[C:10](=[CH:9][CH:8]=[CH:7][CH:6]=2)[CH:1]=1)[CH2:12][CH2:13][CH2:14][CH2:15][CH:16]=[CH2:17])([C:22]([CH3:25])([CH3:24])[CH3:23])([CH3:21])[CH3:20]. The catalyst class is: 4.